The task is: Predict which catalyst facilitates the given reaction.. This data is from Catalyst prediction with 721,799 reactions and 888 catalyst types from USPTO. (1) Reactant: C1(P(C2C=CC=CC=2)C2C=CC=CC=2)C=CC=CC=1.[Br:20]Br.[O:22]1[C:26]2[CH:27]=[CH:28][CH:29]=[CH:30][C:25]=2[C:24]([CH:31](O)[CH2:32][CH3:33])=[CH:23]1.N1C=CC=CC=1. Product: [Br:20][CH2:33][CH2:32][CH2:31][C:24]1[C:25]2[CH:30]=[CH:29][CH:28]=[CH:27][C:26]=2[O:22][CH:23]=1. The catalyst class is: 343. (2) Reactant: [CH:1]1[C:14]2[CH2:13][CH2:12][C:11]3[C:6](=[CH:7][CH:8]=[CH:9][CH:10]=3)[C:5]=2[CH:4]=[CH:3][CH:2]=1.[N+:15]([O-])([OH:17])=[O:16].O. Product: [N+:15]([C:9]1[CH:8]=[CH:7][C:6]2[C:5]3[C:14](=[CH:1][CH:2]=[CH:3][CH:4]=3)[CH2:13][CH2:12][C:11]=2[CH:10]=1)([O-:17])=[O:16]. The catalyst class is: 15. (3) Reactant: [C:1]([O:5][C:6]([N:8]1[CH2:12][CH:11]([C:13]2[CH:18]=[CH:17][C:16]([F:19])=[CH:15][CH:14]=2)[CH:10]([C:20](O)=[O:21])[CH2:9]1)=[O:7])([CH3:4])([CH3:3])[CH3:2]. Product: [C:1]([O:5][C:6]([N:8]1[CH2:9][CH:10]([CH2:20][OH:21])[CH:11]([C:13]2[CH:18]=[CH:17][C:16]([F:19])=[CH:15][CH:14]=2)[CH2:12]1)=[O:7])([CH3:4])([CH3:2])[CH3:3]. The catalyst class is: 1. (4) Reactant: [Br:1][C:2]1[CH:7]=[CH:6][C:5]([C:8]2[NH:9][C:10](=[O:15])[C:11]([CH3:14])([CH3:13])[N:12]=2)=[CH:4][CH:3]=1.Br[CH2:17][C@@H:18]1[CH2:22][CH2:21][N:20]([C:23]([O:25][C:26]([CH3:29])([CH3:28])[CH3:27])=[O:24])[CH2:19]1.C(=O)([O-])[O-].[K+].[K+]. Product: [Br:1][C:2]1[CH:3]=[CH:4][C:5]([C:8]2[N:9]([CH2:17][C@@H:18]3[CH2:22][CH2:21][N:20]([C:23]([O:25][C:26]([CH3:27])([CH3:29])[CH3:28])=[O:24])[CH2:19]3)[C:10](=[O:15])[C:11]([CH3:13])([CH3:14])[N:12]=2)=[CH:6][CH:7]=1. The catalyst class is: 391. (5) Reactant: [Cl:1][C:2]1[C:3]([C:22]2[S:26][C:25]([C:27]3([O:31][CH2:32][O:33][CH3:34])[CH2:30][CH2:29][CH2:28]3)=[N:24][CH:23]=2)=[C:4]2[CH:10]=[C:9](I)[N:8]([S:12]([C:15]3[CH:21]=[CH:20][C:18]([CH3:19])=[CH:17][CH:16]=3)(=[O:14])=[O:13])[C:5]2=[N:6][CH:7]=1.CC1(C)C(C)(C)OB([C:43]2[CH:44]=[N:45][N:46]([CH2:48][CH2:49][N:50]3[CH2:55][CH2:54][O:53][CH2:52][CH2:51]3)[CH:47]=2)O1.C(=O)(O)[O-]. Product: [Cl:1][C:2]1[C:3]([C:22]2[S:26][C:25]([C:27]3([O:31][CH2:32][O:33][CH3:34])[CH2:30][CH2:29][CH2:28]3)=[N:24][CH:23]=2)=[C:4]2[CH:10]=[C:9]([C:43]3[CH:44]=[N:45][N:46]([CH2:48][CH2:49][N:50]4[CH2:55][CH2:54][O:53][CH2:52][CH2:51]4)[CH:47]=3)[N:8]([S:12]([C:15]3[CH:21]=[CH:20][C:18]([CH3:19])=[CH:17][CH:16]=3)(=[O:14])=[O:13])[C:5]2=[N:6][CH:7]=1. The catalyst class is: 558. (6) Reactant: [Li+].CC([N-]C(C)C)C.C1CCCCC1.[CH3:15][O:16][C:17]([CH:19]1[CH2:23][CH2:22][CH2:21][CH2:20]1)=[O:18].[Br:24][CH2:25][CH2:26][CH2:27]Br. Product: [CH3:15][O:16][C:17]([C:19]1([CH2:27][CH2:26][CH2:25][Br:24])[CH2:23][CH2:22][CH2:21][CH2:20]1)=[O:18]. The catalyst class is: 220. (7) Reactant: [O:1]1[C:5]2[CH:6]=[CH:7][C:8]([C:10]3[S:11][CH:12]=[C:13]([C:15]([OH:17])=O)[N:14]=3)=[CH:9][C:4]=2[CH2:3][CH2:2]1.[NH2:18][C:19]1[S:20][C:21]([C:24]([O:26][CH2:27][CH3:28])=[O:25])=[CH:22][N:23]=1.CN(C(ON1N=NC2C=CC=CC1=2)=[N+](C)C)C.F[P-](F)(F)(F)(F)F. Product: [O:1]1[C:5]2[CH:6]=[CH:7][C:8]([C:10]3[S:11][CH:12]=[C:13]([C:15]([NH:18][C:19]4[S:20][C:21]([C:24]([O:26][CH2:27][CH3:28])=[O:25])=[CH:22][N:23]=4)=[O:17])[N:14]=3)=[CH:9][C:4]=2[CH2:3][CH2:2]1. The catalyst class is: 17. (8) Reactant: [Cl:1][C:2]1[C:18]([CH3:19])=[C:17]([C:20]2[C:28]3[C:27]([Cl:29])=[N:26][CH:25]=[N:24][C:23]=3[S:22][CH:21]=2)[CH:16]=[CH:15][C:3]=1[O:4][Si:5]([CH:12]([CH3:14])[CH3:13])([CH:9]([CH3:11])[CH3:10])[CH:6]([CH3:8])[CH3:7].[CH:30]([N-:33]C(C)C)(C)C.[Li+].C1(C)C=CC(S(C#N)(=O)=O)=CC=1.[NH4+].[Cl-]. Product: [Cl:29][C:27]1[C:28]2[C:20]([C:17]3[CH:16]=[CH:15][C:3]([O:4][Si:5]([CH:6]([CH3:7])[CH3:8])([CH:12]([CH3:13])[CH3:14])[CH:9]([CH3:10])[CH3:11])=[C:2]([Cl:1])[C:18]=3[CH3:19])=[C:21]([C:30]#[N:33])[S:22][C:23]=2[N:24]=[CH:25][N:26]=1. The catalyst class is: 1. (9) Reactant: [Cl:1][C:2]1[N:7]=[CH:6][C:5]([CH:8]([OH:12])[CH2:9][CH2:10][CH3:11])=[CH:4][CH:3]=1.[Cr](Cl)([O-])(=O)=O.[NH+]1C=CC=CC=1. Product: [Cl:1][C:2]1[N:7]=[CH:6][C:5]([C:8](=[O:12])[CH2:9][CH2:10][CH3:11])=[CH:4][CH:3]=1. The catalyst class is: 4.